From a dataset of Reaction yield outcomes from USPTO patents with 853,638 reactions. Predict the reaction yield, written as a fraction of the theoretical maximum amount of product (1.0 means a 100% yield; for example, 0.34 means a 34% yield). (1) The reactants are [C:1]1([CH3:13])[CH:6]=[CH:5][C:4]([S:7]([CH2:10][N+:11]#[C-:12])(=[O:9])=[O:8])=[CH:3][CH:2]=1.[CH2:14](I)[CH2:15][CH2:16][CH3:17].ClCCl.[OH-].[Na+]. The catalyst is [I-].C([N+](CCCC)(CCCC)CCCC)CCC.O. The product is [N+:11]([CH:10]([S:7]([C:4]1[CH:3]=[CH:2][C:1]([CH3:13])=[CH:6][CH:5]=1)(=[O:8])=[O:9])[CH2:14][CH2:15][CH2:16][CH3:17])#[C-:12]. The yield is 0.860. (2) The reactants are [NH2:1][C:2]1[N:3]=[CH:4][C:5]([C:8]2[C:9]([F:21])=[C:10]([OH:20])[C:11]([CH:14]3[CH2:19][CH2:18][CH2:17][CH2:16][CH2:15]3)=[CH:12][CH:13]=2)=[N:6][CH:7]=1.Cl[C:23]1[N:28]=[CH:27][CH:26]=[CH:25][N:24]=1.C([O-])([O-])=O.[K+].[K+].C1OCCOCCOCCOCCOCCOC1. The catalyst is CS(C)=O. The product is [CH:14]1([C:11]2[CH:12]=[CH:13][C:8]([C:5]3[N:6]=[CH:7][C:2]([NH2:1])=[N:3][CH:4]=3)=[C:9]([F:21])[C:10]=2[O:20][C:23]2[N:28]=[CH:27][CH:26]=[CH:25][N:24]=2)[CH2:19][CH2:18][CH2:17][CH2:16][CH2:15]1. The yield is 0.650. (3) The reactants are [NH2:1][C:2]1[CH:3]=[C:4]([C:10]2[N:15]=[C:14]([CH2:16][NH:17][C:18](=[O:24])[O:19][C:20]([CH3:23])([CH3:22])[CH3:21])[CH:13]=[N:12][CH:11]=2)[CH:5]=[N:6][C:7]=1[O:8][CH3:9].Cl[C:26]1[C:35]2[C:30](=[CH:31][CH:32]=[CH:33][CH:34]=2)[CH:29]=[CH:28][N:27]=1.CC(C)([O-])C.[Na+].COCCOC. The catalyst is C(Cl)Cl.CC([O-])=O.CC([O-])=O.[Pd+2]. The product is [C:26]1([NH:1][C:2]2[CH:3]=[C:4]([C:10]3[N:15]=[C:14]([CH2:16][NH:17][C:18](=[O:24])[O:19][C:20]([CH3:21])([CH3:23])[CH3:22])[CH:13]=[N:12][CH:11]=3)[CH:5]=[N:6][C:7]=2[O:8][CH3:9])[C:35]2[C:30](=[CH:31][CH:32]=[CH:33][CH:34]=2)[CH:29]=[CH:28][N:27]=1. The yield is 0.560. (4) The reactants are Br[C:2]1[CH:7]=[CH:6][C:5]([CH3:8])=[CH:4][N:3]=1.[C:9]1(B(O)O)[CH:14]=[CH:13][CH:12]=[CH:11][CH:10]=1.[O-]P([O-])([O-])=O.[K+].[K+].[K+].C1(C)C=CC=CC=1. The catalyst is [Pd].[Pd].C(=CC(C=CC1C=CC=CC=1)=O)C1C=CC=CC=1.C(=CC(C=CC1C=CC=CC=1)=O)C1C=CC=CC=1.C(=CC(C=CC1C=CC=CC=1)=O)C1C=CC=CC=1.C1(P(C2CCCCC2)C2C=CC=CC=2C2C(OC)=CC=CC=2OC)CCCCC1.O. The product is [C:9]1([C:2]2[CH:7]=[CH:6][C:5]([CH3:8])=[CH:4][N:3]=2)[CH:14]=[CH:13][CH:12]=[CH:11][CH:10]=1. The yield is 0.920. (5) The reactants are [CH2:1]([O:3][C:4]([C:6]1[CH:7]=[N:8][C:9]2[C:14]([C:15]=1Cl)=[CH:13][CH:12]=[CH:11][C:10]=2[O:17][CH3:18])=[O:5])[CH3:2].[F:19][C:20]([F:26])([F:25])[CH2:21][CH2:22][CH2:23][NH2:24]. No catalyst specified. The product is [CH2:1]([O:3][C:4]([C:6]1[CH:7]=[N:8][C:9]2[C:14]([C:15]=1[NH:24][CH2:23][CH2:22][CH2:21][C:20]([F:26])([F:25])[F:19])=[CH:13][CH:12]=[CH:11][C:10]=2[O:17][CH3:18])=[O:5])[CH3:2]. The yield is 1.00. (6) The reactants are [CH3:1][O:2][C:3]1[CH:10]=[CH:9][C:8]([C:11](=[O:22])[C:12]#[C:13][C:14]([CH3:21])([O:16][Si](C)(C)C)[CH3:15])=[CH:7][C:4]=1[C:5]#[N:6].CC1C=CC(S(O)(=O)=O)=CC=1. The product is [OH:16][C:14]([CH3:21])([CH3:15])[C:13]#[C:12][C:11]([C:8]1[CH:9]=[CH:10][C:3]([O:2][CH3:1])=[C:4]([CH:7]=1)[C:5]#[N:6])=[O:22]. The catalyst is C(Cl)Cl.O. The yield is 0.970. (7) The reactants are [O:1]=[C:2]1[C:7](=O)[CH:6]([C:9]#[N:10])[CH2:5][CH2:4][N:3]1[C:11]1[CH:16]=[CH:15][C:14]([CH3:17])=[CH:13][CH:12]=1.Cl.[NH2:19][NH2:20].C(O)(=O)C. The catalyst is C(O)C. The product is [NH2:10][C:9]1[C:6]2[CH2:5][CH2:4][N:3]([C:11]3[CH:16]=[CH:15][C:14]([CH3:17])=[CH:13][CH:12]=3)[C:2](=[O:1])[C:7]=2[NH:20][N:19]=1. The yield is 0.860. (8) The reactants are [F:1][C:2]([F:14])([F:13])[O:3][C:4]1[CH:12]=[C:11]2[C:7]([CH:8]=[CH:9][NH:10]2)=[CH:6][CH:5]=1.ClS([N:19]=[C:20]=O)(=O)=O.C([O-])([O-])=O.[K+].[K+].[CH2:28](I)[CH3:29]. The catalyst is CN(C=O)C. The product is [CH2:28]([N:10]1[C:11]2[C:7](=[CH:6][CH:5]=[C:4]([O:3][C:2]([F:1])([F:13])[F:14])[CH:12]=2)[C:8]([C:20]#[N:19])=[CH:9]1)[CH3:29]. The yield is 0.860. (9) The reactants are [CH2:1]([C:5]1[N:10]2[N:11]=[CH:12][CH:13]=[C:9]2[N:8]([C@H:14]2[CH2:19][CH2:18][C@H:17]([OH:20])[CH2:16][CH2:15]2)[C:7](=[O:21])[C:6]=1[CH2:22][C:23]1[CH:28]=[CH:27][C:26]([C:29]2[C:30]([C:35]#[N:36])=[CH:31][CH:32]=[CH:33][CH:34]=2)=[C:25]([F:37])[CH:24]=1)[CH2:2][CH2:3][CH3:4].[N+](=[CH:40][C:41]([O:43][CH2:44][CH3:45])=[O:42])=[N-].C(OCC)(=O)C.O. The catalyst is C1(C)C=CC=CC=1.C([O-])(=O)C.[Rh+3].C([O-])(=O)C.C([O-])(=O)C. The product is [CH2:44]([O:43][C:41](=[O:42])[CH2:40][O:20][C@H:17]1[CH2:16][CH2:15][C@H:14]([N:8]2[C:7](=[O:21])[C:6]([CH2:22][C:23]3[CH:28]=[CH:27][C:26]([C:29]4[CH:34]=[CH:33][CH:32]=[CH:31][C:30]=4[C:35]#[N:36])=[C:25]([F:37])[CH:24]=3)=[C:5]([CH2:1][CH2:2][CH2:3][CH3:4])[N:10]3[N:11]=[CH:12][CH:13]=[C:9]23)[CH2:19][CH2:18]1)[CH3:45]. The yield is 0.420. (10) The product is [CH3:1][O:2][C:3]([C:5]1[C:10]([NH2:11])=[N:9][CH:8]=[C:7]([C:14]2[O:13][CH:17]=[CH:16][CH:15]=2)[N:6]=1)=[O:4]. The reactants are [CH3:1][O:2][C:3]([C:5]1[C:10]([NH2:11])=[N:9][CH:8]=[C:7](Br)[N:6]=1)=[O:4].[O:13]1[CH:17]=[CH:16][CH:15]=[C:14]1B(O)O.C(N(CC)CC)C. The yield is 0.600. The catalyst is CN(C=O)C.CC([O-])=O.CC([O-])=O.[Pd+2].[CH-]1C(P(C2C=CC=CC=2)C2C=CC=CC=2)=CC=C1.[CH-]1C(P(C2C=CC=CC=2)C2C=CC=CC=2)=CC=C1.[Fe+2].